From a dataset of Forward reaction prediction with 1.9M reactions from USPTO patents (1976-2016). Predict the product of the given reaction. Given the reactants Cl[C:2]1[C:7]([CH2:8][CH:9]=O)=[C:6]([Cl:11])[N:5]=[CH:4][N:3]=1.[NH2:12][C:13]([CH3:18])([CH2:16][OH:17])[CH2:14][OH:15], predict the reaction product. The product is: [Cl:11][C:6]1[C:7]2[CH:8]=[CH:9][N:12]([C:13]([CH3:18])([CH2:16][OH:17])[CH2:14][OH:15])[C:2]=2[N:3]=[CH:4][N:5]=1.